Dataset: NCI-60 drug combinations with 297,098 pairs across 59 cell lines. Task: Regression. Given two drug SMILES strings and cell line genomic features, predict the synergy score measuring deviation from expected non-interaction effect. (1) Drug 1: CC12CCC3C(C1CCC2=O)CC(=C)C4=CC(=O)C=CC34C. Drug 2: CN1C(=O)N2C=NC(=C2N=N1)C(=O)N. Cell line: SK-MEL-5. Synergy scores: CSS=38.6, Synergy_ZIP=3.92, Synergy_Bliss=5.55, Synergy_Loewe=-5.31, Synergy_HSA=-0.0786. (2) Drug 1: C1CCC(C1)C(CC#N)N2C=C(C=N2)C3=C4C=CNC4=NC=N3. Drug 2: C1=CC(=CC=C1C#N)C(C2=CC=C(C=C2)C#N)N3C=NC=N3. Cell line: MDA-MB-435. Synergy scores: CSS=-6.03, Synergy_ZIP=5.54, Synergy_Bliss=5.07, Synergy_Loewe=1.54, Synergy_HSA=-1.41. (3) Drug 1: C1C(C(OC1N2C=C(C(=O)NC2=O)F)CO)O. Synergy scores: CSS=30.7, Synergy_ZIP=-3.25, Synergy_Bliss=-2.95, Synergy_Loewe=-9.38, Synergy_HSA=1.80. Cell line: SW-620. Drug 2: C1CN(CCN1C(=O)CCBr)C(=O)CCBr. (4) Drug 1: C1=NC2=C(N1)C(=S)N=C(N2)N. Drug 2: CCCCCOC(=O)NC1=NC(=O)N(C=C1F)C2C(C(C(O2)C)O)O. Cell line: EKVX. Synergy scores: CSS=18.9, Synergy_ZIP=-9.77, Synergy_Bliss=-11.3, Synergy_Loewe=-37.6, Synergy_HSA=-13.6. (5) Drug 1: C1=CN(C=N1)CC(O)(P(=O)(O)O)P(=O)(O)O. Drug 2: CC(C)NC(=O)C1=CC=C(C=C1)CNNC.Cl. Cell line: SK-MEL-28. Synergy scores: CSS=-3.72, Synergy_ZIP=1.32, Synergy_Bliss=-1.18, Synergy_Loewe=-1.41, Synergy_HSA=-3.24. (6) Drug 1: CC12CCC3C(C1CCC2O)C(CC4=C3C=CC(=C4)O)CCCCCCCCCS(=O)CCCC(C(F)(F)F)(F)F. Drug 2: C1=NC(=NC(=O)N1C2C(C(C(O2)CO)O)O)N. Cell line: 786-0. Synergy scores: CSS=7.61, Synergy_ZIP=-4.53, Synergy_Bliss=2.06, Synergy_Loewe=-17.9, Synergy_HSA=-2.92. (7) Drug 1: CC1=C2C(C(=O)C3(C(CC4C(C3C(C(C2(C)C)(CC1OC(=O)C(C(C5=CC=CC=C5)NC(=O)C6=CC=CC=C6)O)O)OC(=O)C7=CC=CC=C7)(CO4)OC(=O)C)O)C)OC(=O)C. Drug 2: C1C(C(OC1N2C=NC3=C2NC=NCC3O)CO)O. Cell line: MDA-MB-231. Synergy scores: CSS=32.3, Synergy_ZIP=0.465, Synergy_Bliss=-0.256, Synergy_Loewe=-2.33, Synergy_HSA=1.32.